This data is from Reaction yield outcomes from USPTO patents with 853,638 reactions. The task is: Predict the reaction yield, written as a fraction of the theoretical maximum amount of product (1.0 means a 100% yield; for example, 0.34 means a 34% yield). The reactants are [C:1]([O:5][CH2:6][CH2:7][C:8]1[CH:13]=[CH:12][C:11]([N:14]2[C:18]3=[N:19][CH:20]=[C:21]([NH2:24])[C:22]([CH3:23])=[C:17]3[N:16]=[C:15]2[CH2:25][CH3:26])=[CH:10][CH:9]=1)(=[O:4])[CH2:2][CH3:3].N1C=CC=CC=1.[CH3:33][S:34](Cl)(=[O:36])=[O:35]. The catalyst is ClCCl. The product is [C:1]([O:5][CH2:6][CH2:7][C:8]1[CH:13]=[CH:12][C:11]([N:14]2[C:18]3=[N:19][CH:20]=[C:21]([NH:24][S:34]([CH3:33])(=[O:36])=[O:35])[C:22]([CH3:23])=[C:17]3[N:16]=[C:15]2[CH2:25][CH3:26])=[CH:10][CH:9]=1)(=[O:4])[CH2:2][CH3:3]. The yield is 0.700.